This data is from Peptide-MHC class II binding affinity with 134,281 pairs from IEDB. The task is: Regression. Given a peptide amino acid sequence and an MHC pseudo amino acid sequence, predict their binding affinity value. This is MHC class II binding data. (1) The peptide sequence is YEDAKSPLTASKLTY. The MHC is HLA-DQA10501-DQB10201 with pseudo-sequence HLA-DQA10501-DQB10201. The binding affinity (normalized) is 0.114. (2) The peptide sequence is EVKYFAATQFEPLAA. The MHC is HLA-DPA10301-DPB10402 with pseudo-sequence HLA-DPA10301-DPB10402. The binding affinity (normalized) is 0.908.